From a dataset of NCI-60 drug combinations with 297,098 pairs across 59 cell lines. Regression. Given two drug SMILES strings and cell line genomic features, predict the synergy score measuring deviation from expected non-interaction effect. Drug 1: CN(CC1=CN=C2C(=N1)C(=NC(=N2)N)N)C3=CC=C(C=C3)C(=O)NC(CCC(=O)O)C(=O)O. Drug 2: CN(C(=O)NC(C=O)C(C(C(CO)O)O)O)N=O. Cell line: BT-549. Synergy scores: CSS=4.08, Synergy_ZIP=-7.94, Synergy_Bliss=-4.46, Synergy_Loewe=-3.53, Synergy_HSA=-3.49.